From a dataset of Reaction yield outcomes from USPTO patents with 853,638 reactions. Predict the reaction yield, written as a fraction of the theoretical maximum amount of product (1.0 means a 100% yield; for example, 0.34 means a 34% yield). The reactants are [Cl:1][C:2]1[CH:11]=[C:10]([C:12]([NH:14][CH2:15][C:16]2[CH:21]=[C:20]([O:22]C)[CH:19]=[C:18]([O:24]C)[CH:17]=2)=[O:13])[CH:9]=[CH:8][C:3]=1[C:4]([O:6][CH3:7])=[O:5].B(Br)(Br)Br.O. The catalyst is ClCCl. The product is [Cl:1][C:2]1[CH:11]=[C:10]([C:12]([NH:14][CH2:15][C:16]2[CH:17]=[C:18]([OH:24])[CH:19]=[C:20]([OH:22])[CH:21]=2)=[O:13])[CH:9]=[CH:8][C:3]=1[C:4]([O:6][CH3:7])=[O:5]. The yield is 0.900.